Dataset: Reaction yield outcomes from USPTO patents with 853,638 reactions. Task: Predict the reaction yield, written as a fraction of the theoretical maximum amount of product (1.0 means a 100% yield; for example, 0.34 means a 34% yield). (1) The reactants are Cl.[CH3:2][C@H:3]1[O:8][CH2:7][CH2:6][NH:5][CH2:4]1.C(N(C(C)C)C(C)C)C.[Br:18][C:19]1[CH:20]=[C:21]([C:35]([O:37][CH3:38])=[O:36])[CH:22]=[C:23]2[C:28]=1[O:27][C:26](S(CC)(=O)=O)=[CH:25][C:24]2=[O:34]. The catalyst is C(Cl)Cl. The product is [Br:18][C:19]1[CH:20]=[C:21]([C:35]([O:37][CH3:38])=[O:36])[CH:22]=[C:23]2[C:28]=1[O:27][C:26]([N:5]1[CH2:6][CH2:7][O:8][C@H:3]([CH3:2])[CH2:4]1)=[CH:25][C:24]2=[O:34]. The yield is 0.880. (2) The reactants are [CH2:1]([O:3][C:4]1[CH:9]=[CH:8][C:7](B(O)O)=[CH:6][CH:5]=1)[CH3:2].C1(C)C=CC=CC=1.Br[C:21]1[C:26]([N:27]2[CH2:32][CH2:31][N:30]([C:33]3[CH:38]=[CH:37][C:36]([O:39][CH3:40])=[CH:35][CH:34]=3)[CH2:29][CH2:28]2)=[CH:25][CH:24]=[C:23]([O:41][CH3:42])[N:22]=1.C(=O)([O-])[O-].[Na+].[Na+]. The catalyst is C1C=CC([P]([Pd]([P](C2C=CC=CC=2)(C2C=CC=CC=2)C2C=CC=CC=2)([P](C2C=CC=CC=2)(C2C=CC=CC=2)C2C=CC=CC=2)[P](C2C=CC=CC=2)(C2C=CC=CC=2)C2C=CC=CC=2)(C2C=CC=CC=2)C2C=CC=CC=2)=CC=1.O.C(O)C. The product is [CH2:1]([O:3][C:4]1[CH:9]=[CH:8][C:7]([C:21]2[C:26]([N:27]3[CH2:28][CH2:29][N:30]([C:33]4[CH:34]=[CH:35][C:36]([O:39][CH3:40])=[CH:37][CH:38]=4)[CH2:31][CH2:32]3)=[CH:25][CH:24]=[C:23]([O:41][CH3:42])[N:22]=2)=[CH:6][CH:5]=1)[CH3:2]. The yield is 0.790.